Dataset: NCI-60 drug combinations with 297,098 pairs across 59 cell lines. Task: Regression. Given two drug SMILES strings and cell line genomic features, predict the synergy score measuring deviation from expected non-interaction effect. (1) Drug 1: CCC1(CC2CC(C3=C(CCN(C2)C1)C4=CC=CC=C4N3)(C5=C(C=C6C(=C5)C78CCN9C7C(C=CC9)(C(C(C8N6C)(C(=O)OC)O)OC(=O)C)CC)OC)C(=O)OC)O. Drug 2: COCCOC1=C(C=C2C(=C1)C(=NC=N2)NC3=CC=CC(=C3)C#C)OCCOC. Cell line: NCIH23. Synergy scores: CSS=83.8, Synergy_ZIP=4.78, Synergy_Bliss=2.40, Synergy_Loewe=3.76, Synergy_HSA=6.89. (2) Drug 1: CC1=C(C=C(C=C1)NC(=O)C2=CC=C(C=C2)CN3CCN(CC3)C)NC4=NC=CC(=N4)C5=CN=CC=C5. Drug 2: CC12CCC3C(C1CCC2O)C(CC4=C3C=CC(=C4)O)CCCCCCCCCS(=O)CCCC(C(F)(F)F)(F)F. Cell line: SN12C. Synergy scores: CSS=-6.49, Synergy_ZIP=3.19, Synergy_Bliss=4.27, Synergy_Loewe=-3.22, Synergy_HSA=-3.77. (3) Drug 1: C1=CN(C(=O)N=C1N)C2C(C(C(O2)CO)O)O.Cl. Cell line: A498. Synergy scores: CSS=26.9, Synergy_ZIP=-9.29, Synergy_Bliss=-9.20, Synergy_Loewe=-10.3, Synergy_HSA=-5.89. Drug 2: B(C(CC(C)C)NC(=O)C(CC1=CC=CC=C1)NC(=O)C2=NC=CN=C2)(O)O. (4) Drug 1: C1CC(=O)NC(=O)C1N2CC3=C(C2=O)C=CC=C3N. Drug 2: CCC1(C2=C(COC1=O)C(=O)N3CC4=CC5=C(C=CC(=C5CN(C)C)O)N=C4C3=C2)O.Cl. Cell line: A498. Synergy scores: CSS=9.65, Synergy_ZIP=-6.37, Synergy_Bliss=-1.09, Synergy_Loewe=-0.196, Synergy_HSA=-0.142. (5) Drug 1: COC1=NC(=NC2=C1N=CN2C3C(C(C(O3)CO)O)O)N. Drug 2: C1CNP(=O)(OC1)N(CCCl)CCCl. Cell line: M14. Synergy scores: CSS=4.37, Synergy_ZIP=2.07, Synergy_Bliss=8.34, Synergy_Loewe=1.82, Synergy_HSA=2.29. (6) Drug 1: CC1=C2C(C(=O)C3(C(CC4C(C3C(C(C2(C)C)(CC1OC(=O)C(C(C5=CC=CC=C5)NC(=O)OC(C)(C)C)O)O)OC(=O)C6=CC=CC=C6)(CO4)OC(=O)C)OC)C)OC. Drug 2: CC1=C(C=C(C=C1)C(=O)NC2=CC(=CC(=C2)C(F)(F)F)N3C=C(N=C3)C)NC4=NC=CC(=N4)C5=CN=CC=C5. Cell line: SF-295. Synergy scores: CSS=55.4, Synergy_ZIP=1.68, Synergy_Bliss=2.99, Synergy_Loewe=-8.68, Synergy_HSA=4.76. (7) Drug 1: C1=NC2=C(N1)C(=S)N=C(N2)N. Drug 2: CCC1(CC2CC(C3=C(CCN(C2)C1)C4=CC=CC=C4N3)(C5=C(C=C6C(=C5)C78CCN9C7C(C=CC9)(C(C(C8N6C=O)(C(=O)OC)O)OC(=O)C)CC)OC)C(=O)OC)O.OS(=O)(=O)O. Cell line: NCIH23. Synergy scores: CSS=45.6, Synergy_ZIP=-3.43, Synergy_Bliss=2.28, Synergy_Loewe=-8.34, Synergy_HSA=3.75. (8) Drug 1: C1=CC(=CC=C1CC(C(=O)O)N)N(CCCl)CCCl.Cl. Drug 2: CC1C(C(=O)NC(C(=O)N2CCCC2C(=O)N(CC(=O)N(C(C(=O)O1)C(C)C)C)C)C(C)C)NC(=O)C3=C4C(=C(C=C3)C)OC5=C(C(=O)C(=C(C5=N4)C(=O)NC6C(OC(=O)C(N(C(=O)CN(C(=O)C7CCCN7C(=O)C(NC6=O)C(C)C)C)C)C(C)C)C)N)C. Cell line: SW-620. Synergy scores: CSS=16.5, Synergy_ZIP=9.37, Synergy_Bliss=18.9, Synergy_Loewe=15.6, Synergy_HSA=15.6. (9) Drug 1: CN(CC1=CN=C2C(=N1)C(=NC(=N2)N)N)C3=CC=C(C=C3)C(=O)NC(CCC(=O)O)C(=O)O. Drug 2: N.N.Cl[Pt+2]Cl. Cell line: MOLT-4. Synergy scores: CSS=75.1, Synergy_ZIP=-1.04, Synergy_Bliss=-1.25, Synergy_Loewe=-4.20, Synergy_HSA=-0.184. (10) Drug 1: C1=CC=C(C=C1)NC(=O)CCCCCCC(=O)NO. Drug 2: C(CC(=O)O)C(=O)CN.Cl. Cell line: SNB-75. Synergy scores: CSS=10.4, Synergy_ZIP=-1.86, Synergy_Bliss=4.16, Synergy_Loewe=-3.23, Synergy_HSA=0.243.